Dataset: Forward reaction prediction with 1.9M reactions from USPTO patents (1976-2016). Task: Predict the product of the given reaction. (1) Given the reactants COC1C=CC(C[O:8][CH2:9][C:10]([C:13]2[N:17]([CH3:18])[N:16]=[C:15]([N:19]3[C:27](=[O:28])[C:26]4[C:21](=[CH:22][CH:23]=[CH:24][CH:25]=4)[C:20]3=[O:29])[CH:14]=2)([CH3:12])[CH3:11])=CC=1.FC(F)(F)C(O)=O, predict the reaction product. The product is: [OH:8][CH2:9][C:10]([C:13]1[N:17]([CH3:18])[N:16]=[C:15]([N:19]2[C:20](=[O:29])[C:21]3[C:26](=[CH:25][CH:24]=[CH:23][CH:22]=3)[C:27]2=[O:28])[CH:14]=1)([CH3:12])[CH3:11]. (2) Given the reactants [Cl:1][C:2]1[C:3]([O:9][C:10]2[CH:15]=[C:14]([O:16][CH:17]([CH3:19])[CH3:18])[CH:13]=[CH:12][C:11]=2[CH2:20][CH2:21][CH2:22][OH:23])=[N:4][CH:5]=[C:6]([Cl:8])[CH:7]=1.O[C:25]1[CH:29]=[C:28]([CH2:30][CH2:31][C:32]([O:34]CC)=[O:33])[N:27]([CH3:37])[N:26]=1.C(P(CCCC)CCCC)CCC.N(C(N1CCCCC1)=O)=NC(N1CCCCC1)=O.O1CCCC1CO.[OH-].[Na+].Cl, predict the reaction product. The product is: [Cl:1][C:2]1[C:3]([O:9][C:10]2[CH:15]=[C:14]([O:16][CH:17]([CH3:18])[CH3:19])[CH:13]=[CH:12][C:11]=2[CH2:20][CH2:21][CH2:22][O:23][C:25]2[CH:29]=[C:28]([CH2:30][CH2:31][C:32]([OH:34])=[O:33])[N:27]([CH3:37])[N:26]=2)=[N:4][CH:5]=[C:6]([Cl:8])[CH:7]=1.